Task: Predict which catalyst facilitates the given reaction.. Dataset: Catalyst prediction with 721,799 reactions and 888 catalyst types from USPTO (1) Reactant: [Br:1][C:2]1[CH:7]=[CH:6][N:5]=[C:4]2[N:8]([S:14]([C:17]3[CH:22]=[CH:21][CH:20]=[CH:19][CH:18]=3)(=[O:16])=[O:15])[C:9]([C:11](=[O:13])[CH3:12])=[CH:10][C:3]=12.[CH3:23][Mg]Cl.C(O)(=O)C. The catalyst class is: 20. Product: [Br:1][C:2]1[CH:7]=[CH:6][N:5]=[C:4]2[N:8]([S:14]([C:17]3[CH:22]=[CH:21][CH:20]=[CH:19][CH:18]=3)(=[O:16])=[O:15])[C:9]([C:11]([OH:13])([CH3:23])[CH3:12])=[CH:10][C:3]=12. (2) The catalyst class is: 11. Reactant: [F:1][C:2]1([F:14])[O:6][C:5]2[CH:7]=[CH:8][C:9]([C:11](O)=[O:12])=[CH:10][C:4]=2[O:3]1.COCCO[AlH2-]OCCOC.[Na+].[OH-].[Na+]. Product: [F:14][C:2]1([F:1])[O:6][C:5]2[CH:7]=[CH:8][C:9]([CH2:11][OH:12])=[CH:10][C:4]=2[O:3]1. (3) The catalyst class is: 9. Reactant: [CH:1]1([S:4]([C:7]2[CH:12]=[CH:11][C:10]([CH:13]([C:21]3[NH:22][C:23]([C:29]4[S:30][CH:31]=[CH:32][N:33]=4)=[CH:24][C:25]=3[C:26]([OH:28])=O)[CH2:14][CH:15]3[CH2:20][CH2:19][O:18][CH2:17][CH2:16]3)=[CH:9][CH:8]=2)(=[O:6])=[O:5])[CH2:3][CH2:2]1.Cl.C[N:36](C)CCCN=C=NCC.[NH4+].ON1C2C=CC=CC=2N=N1. Product: [CH:1]1([S:4]([C:7]2[CH:8]=[CH:9][C:10]([CH:13]([C:21]3[NH:22][C:23]([C:29]4[S:30][CH:31]=[CH:32][N:33]=4)=[CH:24][C:25]=3[C:26]([NH2:36])=[O:28])[CH2:14][CH:15]3[CH2:20][CH2:19][O:18][CH2:17][CH2:16]3)=[CH:11][CH:12]=2)(=[O:6])=[O:5])[CH2:3][CH2:2]1. (4) Reactant: C(OC([N:8]1[C@@H:16]2[C@@H:11]([CH2:12][CH2:13][CH2:14][CH2:15]2)[CH2:10][C@H:9]1[CH2:17][NH:18][CH2:19][C:20]([CH3:30])=[CH:21][C:22]1[CH:27]=[CH:26][C:25]([F:28])=[CH:24][C:23]=1[F:29])=O)(C)(C)C.[CH3:31][O:32][C:33]1[C:38]2[O:39][C:40]([CH3:43])([CH3:42])[O:41][C:37]=2[CH:36]=[C:35]([C:44](O)=[O:45])[CH:34]=1.O.[Cl-].COC1N=C(OC)N=C([N+]2(C)CCOCC2)N=1. Product: [F:29][C:23]1[CH:24]=[C:25]([F:28])[CH:26]=[CH:27][C:22]=1/[CH:21]=[C:20](\[CH3:30])/[CH2:19][N:18]([CH2:17][C@@H:9]1[CH2:10][C@H:11]2[C@H:16]([CH2:15][CH2:14][CH2:13][CH2:12]2)[NH:8]1)[C:44]([C:35]1[CH:34]=[C:33]([O:32][CH3:31])[C:38]2[O:39][C:40]([CH3:43])([CH3:42])[O:41][C:37]=2[CH:36]=1)=[O:45]. The catalyst class is: 643. (5) Product: [CH3:29][S:30]([O:1][CH2:2][C:3]1[CH:8]=[CH:7][C:6]([CH:9]2[CH2:10][CH2:11][N:12]([C:15]([O:17][C:18]([CH3:21])([CH3:20])[CH3:19])=[O:16])[CH2:13][CH2:14]2)=[CH:5][N:4]=1)(=[O:32])=[O:31]. The catalyst class is: 4. Reactant: [OH:1][CH2:2][C:3]1[CH:8]=[CH:7][C:6]([C:9]2[CH:14]=[CH:13][N:12]([C:15]([O:17][C:18]([CH3:21])([CH3:20])[CH3:19])=[O:16])[CH2:11][CH:10]=2)=[CH:5][N:4]=1.C(N(CC)CC)C.[CH3:29][S:30](Cl)(=[O:32])=[O:31].O. (6) Reactant: [CH2:1]([C:3]1[CH:8]=[CH:7][C:6]([O:9][CH3:10])=[CH:5][C:4]=1[OH:11])[CH3:2].C(=O)([O-])[O-].[K+].[K+].[CH2:18](Br)[C:19]1[CH:24]=[CH:23][CH:22]=[CH:21][CH:20]=1. Product: [CH2:18]([O:11][C:4]1[CH:5]=[C:6]([O:9][CH3:10])[CH:7]=[CH:8][C:3]=1[CH2:1][CH3:2])[C:19]1[CH:24]=[CH:23][CH:22]=[CH:21][CH:20]=1. The catalyst class is: 21. (7) The catalyst class is: 6. Reactant: [OH:1][CH2:2][C:3]1[CH:8]=[CH:7][C:6]([C:9]2[O:10][CH:11]=[C:12]([C:14]([O:16]CC)=[O:15])[N:13]=2)=[CH:5][CH:4]=1.CO.C1COCC1.[Li+].[OH-]. Product: [OH:1][CH2:2][C:3]1[CH:4]=[CH:5][C:6]([C:9]2[O:10][CH:11]=[C:12]([C:14]([OH:16])=[O:15])[N:13]=2)=[CH:7][CH:8]=1.